This data is from Forward reaction prediction with 1.9M reactions from USPTO patents (1976-2016). The task is: Predict the product of the given reaction. (1) Given the reactants [CH3:1][O:2][C:3]1[CH:8]=[CH:7][C:6]([C:9]2([C:15]([OH:17])=O)[CH2:14][CH2:13][O:12][CH2:11][CH2:10]2)=[CH:5][CH:4]=1.[NH:18]1[CH2:23][CH2:22][O:21][CH2:20][CH2:19]1.F[B-](F)(F)F.N1(OC(N(C)C)=[N+](C)C)C2C=CC=CC=2N=N1, predict the reaction product. The product is: [CH3:1][O:2][C:3]1[CH:4]=[CH:5][C:6]([C:9]2([C:15]([N:18]3[CH2:23][CH2:22][O:21][CH2:20][CH2:19]3)=[O:17])[CH2:10][CH2:11][O:12][CH2:13][CH2:14]2)=[CH:7][CH:8]=1. (2) Given the reactants [N:1]1O[N:3]=[C:4]2[CH:9]=[CH:8][CH:7]=[CH:6][C:5]=12.N([O-])=O.[Na+].Cl.[N-:15]=[N+:16]=[N-].[Na+], predict the reaction product. The product is: [NH2:1][C:5]1[CH:6]=[CH:7][CH:8]=[CH:9][C:4]=1[N:3]=[N+:15]=[N-:16]. (3) Given the reactants [ClH:1].C([CH:6]([NH:12][C:13](=[O:34])[C:14]1[CH:19]=[CH:18][C:17](/[CH:20]=[CH:21]/[C:22]2[C:28]3[CH:29]=[CH:30][CH:31]=[CH:32][C:27]=3[N:26]([CH3:33])[CH2:25][CH2:24][N:23]=2)=[CH:16][CH:15]=1)[CH2:7][NH:8]C(=O)[O-])(C)(C)C, predict the reaction product. The product is: [ClH:1].[NH2:8][CH2:7][CH2:6][NH:12][C:13](=[O:34])[C:14]1[CH:15]=[CH:16][C:17]([CH:20]=[CH:21][C:22]2[C:28]3[CH:29]=[CH:30][CH:31]=[CH:32][C:27]=3[N:26]([CH3:33])[CH2:25][CH2:24][N:23]=2)=[CH:18][CH:19]=1. (4) Given the reactants [CH2:1]1[C:10]2[C:5](=[CH:6][CH:7]=[CH:8][CH:9]=2)[CH2:4][CH2:3][N:2]1[CH2:11][CH2:12][CH2:13][CH2:14][O:15][C:16]1[N:25]=[C:24]2[C:19]([CH2:20][CH2:21][C:22](=[O:26])[NH:23]2)=[CH:18][CH:17]=1.[F:27]C1C=C2C(=CC=1)CNCC2, predict the reaction product. The product is: [F:27][C:7]1[CH:6]=[C:5]2[C:10](=[CH:9][CH:8]=1)[CH2:1][N:2]([CH2:11][CH2:12][CH2:13][CH2:14][O:15][C:16]1[N:25]=[C:24]3[C:19]([CH2:20][CH2:21][C:22](=[O:26])[NH:23]3)=[CH:18][CH:17]=1)[CH2:3][CH2:4]2. (5) The product is: [OH:8][C:9]1[CH:14]=[CH:13][C:12]([C:15]2[C:24]3[C:19](=[CH:20][CH:21]=[CH:22][CH:23]=3)[C:18]([CH:25]=[N:28][OH:29])=[CH:17][CH:16]=2)=[CH:11][CH:10]=1. Given the reactants [Si]([O:8][C:9]1[CH:14]=[CH:13][C:12]([C:15]2[C:24]3[C:19](=[CH:20][CH:21]=[CH:22][CH:23]=3)[C:18]([CH:25]=O)=[CH:17][CH:16]=2)=[CH:11][CH:10]=1)(C(C)(C)C)(C)C.Cl.[NH2:28][OH:29].N1C=CC=CC=1, predict the reaction product. (6) Given the reactants [Cl:1][C:2]1[C:3]([C:46](=[O:56])[N:47]([CH2:52][CH2:53][CH2:54][CH3:55])[CH2:48][CH2:49][CH2:50][CH3:51])=[N:4][N:5]([C:8]2[CH:29]=[CH:28][C:27]([C:30](=[O:45])[NH:31][S:32]([C:35]3[CH:44]=[CH:43][C:42]4[C:37](=[CH:38][CH:39]=[CH:40][CH:41]=4)[CH:36]=3)(=[O:34])=[O:33])=[CH:26][C:9]=2[C:10]([N:12]2[C@@H:21](C(OC)=O)[CH2:20][C:19]3[C:14](=[CH:15][CH:16]=[CH:17][CH:18]=3)[CH2:13]2)=[O:11])[C:6]=1[CH3:7].Cl[C:58]1C(C(=O)N(CCCC)CCCC)=NN(C2C=CC(C(=O)NS(C3C=CC4C(=CC=CC=4)C=3)(=O)=O)=CC=2C(O)=O)C=1C.CC1C2C(=CC=CC=2)CCN1, predict the reaction product. The product is: [CH2:48]([N:47]([CH2:52][CH2:53][CH2:54][CH3:55])[C:46]([C:3]1[C:2]([Cl:1])=[C:6]([CH3:7])[N:5]([C:8]2[CH:29]=[CH:28][C:27]([C:30](=[O:45])[NH:31][S:32]([C:35]3[CH:44]=[CH:43][C:42]4[C:37](=[CH:38][CH:39]=[CH:40][CH:41]=4)[CH:36]=3)(=[O:33])=[O:34])=[CH:26][C:9]=2[C:10]([N:12]2[CH2:21][CH2:20][C:19]3[C:14](=[CH:15][CH:16]=[CH:17][CH:18]=3)[CH:13]2[CH3:58])=[O:11])[N:4]=1)=[O:56])[CH2:49][CH2:50][CH3:51].